From a dataset of Full USPTO retrosynthesis dataset with 1.9M reactions from patents (1976-2016). Predict the reactants needed to synthesize the given product. (1) Given the product [CH2:1]([O:5][C:6]1[C:14]([CH:15]2[CH2:17][CH2:16]2)=[CH:13][C:9]([C:10]([NH:48][S:45]([CH:42]2[CH2:44][CH2:43]2)(=[O:47])=[O:46])=[O:12])=[C:8]([F:18])[CH:7]=1)[CH2:2][CH2:3][CH3:4], predict the reactants needed to synthesize it. The reactants are: [CH2:1]([O:5][C:6]1[C:14]([CH:15]2[CH2:17][CH2:16]2)=[CH:13][C:9]([C:10]([OH:12])=O)=[C:8]([F:18])[CH:7]=1)[CH2:2][CH2:3][CH3:4].C(N1C=CN=C1)(N1C=CN=C1)=O.N12CCCN=C1CCCCC2.[CH:42]1([S:45]([NH2:48])(=[O:47])=[O:46])[CH2:44][CH2:43]1.Cl. (2) Given the product [NH:1]1[C:2]2=[N:3][CH:4]=[CH:5][CH:6]=[C:7]2[CH:8]=[C:9]1[C@H:10]1[CH2:15][CH2:14][C@H:13]([OH:16])[CH2:12][CH2:11]1, predict the reactants needed to synthesize it. The reactants are: [NH2:1][C:2]1[C:7]([C:8]#[C:9][C@H:10]2[CH2:15][CH2:14][C@H:13]([OH:16])[CH2:12][CH2:11]2)=[CH:6][CH:5]=[CH:4][N:3]=1. (3) Given the product [CH3:31][N:32]([CH3:37])[CH2:33][C:34]([NH:13][C:14]1[CH:15]=[C:16]2[C:25](=[CH:26][CH:27]=1)[C:24]1[CH:23]=[CH:22][CH:21]=[CH:20][C:19]=1[N:18]([CH3:28])[C:17]2=[O:30])=[O:35], predict the reactants needed to synthesize it. The reactants are: Cl.CN(C)CCCN=C=NCC.[NH2:13][C:14]1[CH:15]=[C:16]2[C:25](=[CH:26][CH:27]=1)[C:24]1[CH:23]=[CH:22][CH:21]=[CH:20][C:19]=1[N:18]([CH2:28]C)[C:17]2=[O:30].[CH3:31][N:32]([CH3:37])[CH2:33][C:34](O)=[O:35].C(N(CC)CC)C. (4) Given the product [NH:15]1[C:11]([CH:8]2[CH2:7][CH2:6][CH:5]([C:3]([OH:4])=[O:2])[CH2:10][CH2:9]2)=[N:12][N:13]=[N:14]1, predict the reactants needed to synthesize it. The reactants are: C[O:2][C:3]([CH:5]1[CH2:10][CH2:9][CH:8]([C:11]2[NH:15][N:14]=[N:13][N:12]=2)[CH2:7][CH2:6]1)=[O:4].[OH-].[Li+].C1COCC1. (5) Given the product [Si:1]([O:8][CH2:9][C@H:10]([OH:19])[CH2:11][CH2:12][C:13]#[CH:14])([C:4]([CH3:7])([CH3:6])[CH3:5])([CH3:3])[CH3:2], predict the reactants needed to synthesize it. The reactants are: [Si:1]([O:8][CH2:9][C@H:10]([OH:19])[CH2:11][CH2:12][C:13]#[C:14][Si](C)(C)C)([C:4]([CH3:7])([CH3:6])[CH3:5])([CH3:3])[CH3:2].[OH-].[K+]. (6) Given the product [O:19]1[C:15]2[CH:14]=[CH:13][C:12]([CH2:11][N:8]3[C:6]4=[N:7][C:2]([C:25]5[CH:24]=[N:23][N:22]([CH3:21])[CH:26]=5)=[CH:3][N:4]=[C:5]4[N:10]=[N:9]3)=[CH:20][C:16]=2[CH2:17][CH2:18]1, predict the reactants needed to synthesize it. The reactants are: Br[C:2]1[N:7]=[C:6]2[N:8]([CH2:11][C:12]3[CH:13]=[CH:14][C:15]4[O:19][CH2:18][CH2:17][C:16]=4[CH:20]=3)[N:9]=[N:10][C:5]2=[N:4][CH:3]=1.[CH3:21][N:22]1[CH:26]=[C:25](B2OC(C)(C)C(C)(C)O2)[CH:24]=[N:23]1.C(=O)([O-])[O-].[Na+].[Na+].N#N.